Dataset: Forward reaction prediction with 1.9M reactions from USPTO patents (1976-2016). Task: Predict the product of the given reaction. (1) Given the reactants [NH2:1][C:2]1[N:7]=[CH:6][N:5]=[C:4]2[N:8]([CH2:12][C:13]3[O:14][C:15]4[C:20]([C:21](=[O:29])[C:22]=3[C:23]3[CH:28]=[CH:27][CH:26]=[CH:25][CH:24]=3)=[CH:19][CH:18]=[CH:17][CH:16]=4)[N:9]=[C:10](I)[C:3]=12.[C:30]([NH:33][C:34]1[CH:35]=[C:36](B(O)O)[CH:37]=[CH:38][CH:39]=1)(=[O:32])[CH3:31].C(=O)([O-])[O-].[Na+].[Na+].ClCCl, predict the reaction product. The product is: [NH2:1][C:2]1[N:7]=[CH:6][N:5]=[C:4]2[N:8]([CH2:12][C:13]3[O:14][C:15]4[C:20]([C:21](=[O:29])[C:22]=3[C:23]3[CH:28]=[CH:27][CH:26]=[CH:25][CH:24]=3)=[CH:19][CH:18]=[CH:17][CH:16]=4)[N:9]=[C:10]([C:38]3[CH:39]=[C:34]([NH:33][C:30](=[O:32])[CH3:31])[CH:35]=[CH:36][CH:37]=3)[C:3]=12. (2) The product is: [OH:1][CH2:2][C:3]1[CH:4]=[CH:5][C:6]([C:7]([N:29]2[CH2:25][CH2:24][CH2:23][CH2:28][CH2:27]2)=[O:9])=[CH:10][CH:11]=1. Given the reactants [OH:1][CH2:2][C:3]1[CH:11]=[CH:10][C:6]([C:7]([OH:9])=O)=[CH:5][CH:4]=1.C(Cl)CCl.CCN(CC)CC.[CH:23]1[CH:24]=[CH:25]C2N(O)N=[N:29][C:27]=2[CH:28]=1.N1CCCCC1, predict the reaction product. (3) Given the reactants [CH:1]([C:4]1[CH:9]=[CH:8][C:7]([C@H:10]2[C:14]3[C:15]([CH3:28])=[C:16]([NH:20][C:21](=[O:27])[CH2:22][C:23]([CH3:26])([CH3:25])[CH3:24])[C:17]([CH3:19])=[CH:18][C:13]=3[O:12][CH2:11]2)=[CH:6][CH:5]=1)([CH3:3])[CH3:2].CCCCCC.[C:35](OCC)(=[O:37])[CH3:36], predict the reaction product. The product is: [C:35]([C:18]1[C:13]2[O:12][CH2:11][C@@H:10]([C:7]3[CH:6]=[CH:5][C:4]([CH:1]([CH3:2])[CH3:3])=[CH:9][CH:8]=3)[C:14]=2[C:15]([CH3:28])=[C:16]([NH:20][C:21](=[O:27])[CH2:22][C:23]([CH3:26])([CH3:25])[CH3:24])[C:17]=1[CH3:19])(=[O:37])[CH3:36]. (4) Given the reactants CN(C(ON1N=NC2C=CC=NC1=2)=[N+](C)C)C.F[P-](F)(F)(F)(F)F.[F:25][C:26]1[CH:34]=[CH:33][C:29]([C:30]([OH:32])=O)=[CH:28][C:27]=1[CH3:35].CCN(C(C)C)C(C)C.[CH3:45][C@:46]([NH:56][CH3:57])([CH:53]([CH3:55])[CH3:54])[CH2:47][N:48]1[CH2:51][CH:50]([OH:52])[CH2:49]1.[OH-].[K+], predict the reaction product. The product is: [F:25][C:26]1[CH:34]=[CH:33][C:29]([C:30]([N:56]([C@@:46]([CH3:45])([CH:53]([CH3:54])[CH3:55])[CH2:47][N:48]2[CH2:49][CH:50]([OH:52])[CH2:51]2)[CH3:57])=[O:32])=[CH:28][C:27]=1[CH3:35]. (5) Given the reactants [NH2:1][C:2]1[C:7]2[C:8](=[O:20])[N:9]([C:13]3[CH:18]=[CH:17][C:16](Br)=[CH:15][CH:14]=3)[CH2:10][CH2:11][O:12][C:6]=2[N:5]=[CH:4][N:3]=1.[Si:21]([O:28][C@H:29]1[CH2:33][CH2:32][N:31]([CH2:34][C:35]2[CH:40]=[CH:39][C:38](B3OC(C)(C)C(C)(C)O3)=[C:37]([Cl:50])[CH:36]=2)[C:30]1=[O:51])([C:24]([CH3:27])([CH3:26])[CH3:25])([CH3:23])[CH3:22].P([O-])([O-])([O-])=O.[K+].[K+].[K+].CO, predict the reaction product. The product is: [NH2:1][C:2]1[C:7]2[C:8](=[O:20])[N:9]([C:13]3[CH:18]=[CH:17][C:16]([C:38]4[CH:39]=[CH:40][C:35]([CH2:34][N:31]5[CH2:32][CH2:33][C@H:29]([O:28][Si:21]([C:24]([CH3:25])([CH3:26])[CH3:27])([CH3:23])[CH3:22])[C:30]5=[O:51])=[CH:36][C:37]=4[Cl:50])=[CH:15][CH:14]=3)[CH2:10][CH2:11][O:12][C:6]=2[N:5]=[CH:4][N:3]=1. (6) The product is: [F:1][C:2]1[CH:27]=[C:26]([F:28])[CH:25]=[CH:24][C:3]=1[CH2:4][N:5]([CH2:16][C:17]1[CH:22]=[CH:21][C:20]([O:23][CH2:30][CH2:31][CH3:32])=[CH:19][CH:18]=1)[C:6]1[CH:11]=[CH:10][CH:9]=[C:8]([N+:12]([O-:14])=[O:13])[C:7]=1[CH3:15]. Given the reactants [F:1][C:2]1[CH:27]=[C:26]([F:28])[CH:25]=[CH:24][C:3]=1[CH2:4][N:5]([CH2:16][C:17]1[CH:22]=[CH:21][C:20]([OH:23])=[CH:19][CH:18]=1)[C:6]1[CH:11]=[CH:10][CH:9]=[C:8]([N+:12]([O-:14])=[O:13])[C:7]=1[CH3:15].I[CH2:30][CH2:31][CH3:32], predict the reaction product. (7) Given the reactants O[C:2]1[CH:3]=[C:4]([CH:19]=[CH:20][CH:21]=1)[CH:5]=[C:6]1[CH2:11][CH2:10][N:9]([C:12]([O:14][C:15]([CH3:18])([CH3:17])[CH3:16])=[O:13])[CH2:8][CH2:7]1.[CH3:22][O:23][C:24]1[N:29]=[C:28]([CH3:30])[C:27](B(O)O)=[CH:26][CH:25]=1.[CH2:34](N(CC)CC)C, predict the reaction product. The product is: [CH3:22][O:23][C:24]1[N:29]=[C:28]([CH3:30])[C:27]([CH2:34][C:2]2[CH:3]=[C:4]([CH:19]=[CH:20][CH:21]=2)[CH:5]=[C:6]2[CH2:11][CH2:10][N:9]([C:12]([O:14][C:15]([CH3:18])([CH3:17])[CH3:16])=[O:13])[CH2:8][CH2:7]2)=[CH:26][CH:25]=1.